From a dataset of Aqueous solubility values for 9,982 compounds from the AqSolDB database. Regression/Classification. Given a drug SMILES string, predict its absorption, distribution, metabolism, or excretion properties. Task type varies by dataset: regression for continuous measurements (e.g., permeability, clearance, half-life) or binary classification for categorical outcomes (e.g., BBB penetration, CYP inhibition). For this dataset (solubility_aqsoldb), we predict Y. (1) The molecule is C=CCOC(CO)CO. The Y is 0.481 log mol/L. (2) The molecule is O=C1OC(c2ccc(Br)cc2)C(Br)C1=O. The Y is -3.05 log mol/L. (3) The compound is Clc1ccc2oc3ccc(Cl)cc3c2c1. The Y is -7.21 log mol/L.